Dataset: Reaction yield outcomes from USPTO patents with 853,638 reactions. Task: Predict the reaction yield, written as a fraction of the theoretical maximum amount of product (1.0 means a 100% yield; for example, 0.34 means a 34% yield). (1) The reactants are [NH2:1][C:2]1[N:7]=[CH:6][C:5]([C:8]2[N:17]=[C:16]([NH:18][CH2:19][CH:20]([C:27]3[CH:32]=[CH:31][CH:30]=[CH:29][CH:28]=3)[C:21]3[CH:26]=[CH:25][CH:24]=[CH:23][CH:22]=3)[C:15]3[C:10](=[CH:11][CH:12]=[CH:13][CH:14]=3)[N:9]=2)=[CH:4][N:3]=1.Cl[CH2:34][CH:35]=O. The catalyst is C(O)C. The product is [C:21]1([CH:20]([C:27]2[CH:32]=[CH:31][CH:30]=[CH:29][CH:28]=2)[CH2:19][NH:18][C:16]2[C:15]3[C:10](=[CH:11][CH:12]=[CH:13][CH:14]=3)[N:9]=[C:8]([C:5]3[CH:4]=[N:3][C:2]4[N:7]([CH:34]=[CH:35][N:1]=4)[CH:6]=3)[N:17]=2)[CH:22]=[CH:23][CH:24]=[CH:25][CH:26]=1. The yield is 0.570. (2) The reactants are O[CH:2]=[C:3]1[C:11]2[C:6](=[CH:7][C:8]([C:12]([C:14]3[CH:19]=[CH:18][C:17]([NH:20][C:21]([C:23]4[N:24]([CH2:29][CH3:30])[N:25]=[C:26]([CH3:28])[CH:27]=4)=[O:22])=[CH:16][CH:15]=3)=[O:13])=[CH:9][CH:10]=2)[NH:5][C:4]1=[O:31].[CH3:32][N:33]1[CH2:38][CH2:37][N:36]([C:39]2[CH:44]=[CH:43][C:42]([NH2:45])=[CH:41][CH:40]=2)[CH2:35][CH2:34]1. The catalyst is C1COCC1. The product is [CH3:32][N:33]1[CH2:34][CH2:35][N:36]([C:39]2[CH:44]=[CH:43][C:42]([NH:45][CH:2]=[C:3]3[C:11]4[C:6](=[CH:7][C:8]([C:12]([C:14]5[CH:15]=[CH:16][C:17]([NH:20][C:21]([C:23]6[N:24]([CH2:29][CH3:30])[N:25]=[C:26]([CH3:28])[CH:27]=6)=[O:22])=[CH:18][CH:19]=5)=[O:13])=[CH:9][CH:10]=4)[NH:5][C:4]3=[O:31])=[CH:41][CH:40]=2)[CH2:37][CH2:38]1. The yield is 0.600. (3) The reactants are C[O:2][C:3]1[CH:15]=[C:14]([N+:16]([O-:18])=[O:17])[CH:13]=[CH:12][C:4]=1[O:5][CH2:6][CH2:7][CH2:8][N:9]([CH3:11])[CH3:10].C(=O)(O)[O-].[Na+]. No catalyst specified. The product is [CH3:11][N:9]([CH3:10])[CH2:8][CH2:7][CH2:6][O:5][C:4]1[CH:12]=[CH:13][C:14]([N+:16]([O-:18])=[O:17])=[CH:15][C:3]=1[OH:2]. The yield is 0.440. (4) The reactants are [NH2:1][CH:2]([CH3:13])[C:3]([N:5]1[CH2:10][CH2:9][S:8](=[O:12])(=[O:11])[CH2:7][CH2:6]1)=O. The catalyst is C1COCC1. The product is [O:12]=[S:8]1(=[O:11])[CH2:9][CH2:10][N:5]([CH2:3][C@@H:2]([NH2:1])[CH3:13])[CH2:6][CH2:7]1. The yield is 0.900. (5) The reactants are [CH:1]([O:14][C:15]([C:17]1[N:18]2[C@H:21]([S:22][CH2:23][C:24]=1[CH2:25][Cl:26])[C@H:20]([NH:27][C:28](=[O:67])/[C:29](=[N:44]\[O:45][C@@H:46]([CH2:59][C:60]([O:62][C:63]([CH3:66])([CH3:65])[CH3:64])=[O:61])[C:47]([O:49][CH2:50][C:51]1[CH:56]=[CH:55][C:54]([O:57][CH3:58])=[CH:53][CH:52]=1)=[O:48])/[C:30]1[N:31]=[C:32]([NH:36][C:37]([O:39][C:40]([CH3:43])([CH3:42])[CH3:41])=[O:38])[S:33][C:34]=1[Cl:35])[C:19]2=[O:68])=[O:16])([C:8]1[CH:13]=[CH:12][CH:11]=[CH:10][CH:9]=1)[C:2]1[CH:7]=[CH:6][CH:5]=[CH:4][CH:3]=1.C1C=C(Cl)C=C(C(OO)=[O:77])C=1.[O-]S([O-])(=S)=O.[Na+].[Na+]. The catalyst is ClCCl. The product is [CH:1]([O:14][C:15]([C:17]1[N:18]2[C@H:21]([S@:22](=[O:77])[CH2:23][C:24]=1[CH2:25][Cl:26])[C@H:20]([NH:27][C:28](=[O:67])/[C:29](=[N:44]\[O:45][C@@H:46]([CH2:59][C:60]([O:62][C:63]([CH3:66])([CH3:65])[CH3:64])=[O:61])[C:47]([O:49][CH2:50][C:51]1[CH:52]=[CH:53][C:54]([O:57][CH3:58])=[CH:55][CH:56]=1)=[O:48])/[C:30]1[N:31]=[C:32]([NH:36][C:37]([O:39][C:40]([CH3:43])([CH3:42])[CH3:41])=[O:38])[S:33][C:34]=1[Cl:35])[C:19]2=[O:68])=[O:16])([C:8]1[CH:13]=[CH:12][CH:11]=[CH:10][CH:9]=1)[C:2]1[CH:3]=[CH:4][CH:5]=[CH:6][CH:7]=1. The yield is 0.940. (6) The reactants are Cl[C:2]1[C:7]([N+:8]([O-:10])=[O:9])=[CH:6][CH:5]=[CH:4][N:3]=1.[F:11][C:12]1[CH:13]=[C:14]([CH:16]=[CH:17][C:18]=1[CH3:19])[NH2:15].Cl.O. The catalyst is C(OCCO)C. The product is [F:11][C:12]1[CH:13]=[C:14]([NH:15][C:2]2[C:7]([N+:8]([O-:10])=[O:9])=[CH:6][CH:5]=[CH:4][N:3]=2)[CH:16]=[CH:17][C:18]=1[CH3:19]. The yield is 0.820. (7) The reactants are [N:1]12[CH2:8][CH2:7][CH:4]([CH2:5][CH2:6]1)[CH:3]([N:9]1[CH2:18][CH:17]3[CH2:19][CH2:20][CH2:21][C:15]4[C:16]3=[C:11]([CH:12]=[CH:13][CH:14]=4)[C:10]1=[O:22])[CH2:2]2.Br. The catalyst is C(O)C. The product is [CH:13]1[CH:12]=[C:11]2[C:10]([N:9]([C@H:3]3[CH:4]4[CH2:7][CH2:8][N:1]([CH2:6][CH2:5]4)[CH2:2]3)[CH2:18][C@H:17]3[CH2:19][CH2:20][CH2:21][C:15](=[C:16]23)[CH:14]=1)=[O:22]. The yield is 0.610. (8) The reactants are [CH2:1]([C@@:8]1([F:30])[C@H:17]2[C@H:12]([C@@H:13]3C(=O)[C@:18](CC4C=CC=CC=4)(F)[C@H:16]2[CH:15]=[CH:14]3)[CH:11]=[CH:10][C:9]1=[O:29])C1C=CC=CC=1.C1[CH:35]2[CH:36]3[CH:40]=[CH:39][CH:38]([CH:34]2C=C1)C3. The catalyst is C1(C)C=C(C)C=C(C)C=1. The product is [CH2:1]([C@@:8]1([F:30])[C@@H:17]2[C@@H:16]3[C@H:15]([C@@H:10]([CH:11]=[CH:12]2)[C:9]1=[O:29])[CH:14]=[CH:13][CH2:18]3)[C:34]1[CH:38]=[CH:39][CH:40]=[CH:36][CH:35]=1. The yield is 0.600. (9) The yield is 0.613. The catalyst is C(Cl)Cl. The reactants are [C:1]([C:4]1[CH:5]=[C:6]([C:21](O)=[O:22])[CH:7]=[C:8]2[C:13]=1[O:12][C:11]([N:14]1[CH2:19][CH2:18][O:17][CH2:16][CH2:15]1)=[CH:10][C:9]2=[O:20])(=[O:3])[CH3:2].CCN(C(C)C)C(C)C.[B-](F)(F)(F)F.CN(C(ON1C(=O)CCC1=O)=[N+](C)C)C.[CH3:53][N:54]([CH3:58])[CH2:55][CH2:56][NH2:57]. The product is [C:1]([C:4]1[CH:5]=[C:6]([C:21]([NH:57][CH2:56][CH2:55][N:54]([CH3:58])[CH3:53])=[O:22])[CH:7]=[C:8]2[C:13]=1[O:12][C:11]([N:14]1[CH2:15][CH2:16][O:17][CH2:18][CH2:19]1)=[CH:10][C:9]2=[O:20])(=[O:3])[CH3:2]. (10) The reactants are [C:1]([O:5][C:6]([N:8]([C@H:16]1[CH2:24][CH2:23][CH2:22][C@H:21]([O:25][CH2:26][C:27]([CH3:29])=[CH2:28])[C@@H:20]([O:30][CH2:31][C:32]([CH3:34])=[CH2:33])[C@H:19]([CH3:35])[O:18][C:17]1=[O:36])[C:9](=[O:15])[O:10][C:11]([CH3:14])([CH3:13])[CH3:12])=[O:7])([CH3:4])([CH3:3])[CH3:2].[H][H]. The catalyst is CCOC(C)=O.[Pd]. The product is [C:11]([O:10][C:9]([N:8]([C@H:16]1[CH2:24][CH2:23][CH2:22][C@H:21]([O:25][CH2:26][CH:27]([CH3:28])[CH3:29])[C@@H:20]([O:30][CH2:31][CH:32]([CH3:34])[CH3:33])[C@H:19]([CH3:35])[O:18][C:17]1=[O:36])[C:6](=[O:7])[O:5][C:1]([CH3:2])([CH3:3])[CH3:4])=[O:15])([CH3:13])([CH3:12])[CH3:14]. The yield is 0.930.